This data is from Peptide-MHC class I binding affinity with 185,985 pairs from IEDB/IMGT. The task is: Regression. Given a peptide amino acid sequence and an MHC pseudo amino acid sequence, predict their binding affinity value. This is MHC class I binding data. (1) The peptide sequence is VMPPRTLLL. The MHC is HLA-E01:01 with pseudo-sequence HLA-E01:03. The binding affinity (normalized) is 1.00. (2) The peptide sequence is SPRTLNAWV. The MHC is HLA-A69:01 with pseudo-sequence HLA-A69:01. The binding affinity (normalized) is 0.0847. (3) The peptide sequence is RSASGGVYL. The MHC is HLA-A02:01 with pseudo-sequence HLA-A02:01. The binding affinity (normalized) is 0.0397.